From a dataset of Forward reaction prediction with 1.9M reactions from USPTO patents (1976-2016). Predict the product of the given reaction. (1) Given the reactants [C:1]1([C:21]2[CH:26]=[CH:25][CH:24]=[CH:23][CH:22]=2)[CH:6]=[CH:5][C:4]([C:7]([N:9]2[CH2:13][C:12](=[N:14][O:15][CH3:16])[CH2:11][C@H:10]2[CH2:17][C:18](O)=[O:19])=[O:8])=[CH:3][CH:2]=1.CN1CCOCC1.ClC(OCC(C)C)=O.[NH2:42][CH2:43][C@H:44]([C:46]1[CH:51]=[CH:50][CH:49]=[CH:48][CH:47]=1)[OH:45], predict the reaction product. The product is: [C:1]1([C:21]2[CH:26]=[CH:25][CH:24]=[CH:23][CH:22]=2)[CH:6]=[CH:5][C:4]([C:7]([N:9]2[CH2:13][C:12](=[N:14][O:15][CH3:16])[CH2:11][C@H:10]2[CH2:17][C:18]([NH:42][CH2:43][C@@H:44]([OH:45])[C:46]2[CH:51]=[CH:50][CH:49]=[CH:48][CH:47]=2)=[O:19])=[O:8])=[CH:3][CH:2]=1. (2) The product is: [OH:23][CH2:22][CH2:21][N:15]1[CH2:20][CH2:19][N:18]([C:2]2[CH:11]=[C:10]([CH2:12][CH2:13][CH3:14])[C:5]([C:6]([NH:8][CH3:9])=[O:7])=[CH:4][N:3]=2)[CH2:17][CH2:16]1. Given the reactants Cl[C:2]1[CH:11]=[C:10]([CH2:12][CH2:13][CH3:14])[C:5]([C:6]([NH:8][CH3:9])=[O:7])=[CH:4][N:3]=1.[N:15]1([CH2:21][CH2:22][OH:23])[CH2:20][CH2:19][NH:18][CH2:17][CH2:16]1, predict the reaction product. (3) Given the reactants [Si:1]([O:8][C@@H:9]1[C@@H:14]([CH3:15])[CH2:13][N:12]([C:16]2[CH:21]=[CH:20][N:19]=[CH:18][C:17]=2[NH:22][C:23]([C:25]2[N:30]=[C:29]3[C:31]([C:34]([CH3:36])=[CH2:35])=[CH:32][O:33][C:28]3=[CH:27][CH:26]=2)=[O:24])[CH2:11][C@H:10]1[NH:37][C:38](=[O:44])[O:39][C:40]([CH3:43])([CH3:42])[CH3:41])([C:4]([CH3:7])([CH3:6])[CH3:5])([CH3:3])[CH3:2], predict the reaction product. The product is: [Si:1]([O:8][C@@H:9]1[C@@H:14]([CH3:15])[CH2:13][N:12]([C:16]2[CH:21]=[CH:20][N:19]=[CH:18][C:17]=2[NH:22][C:23]([C:25]2[N:30]=[C:29]3[C:31]([CH:34]([CH3:36])[CH3:35])=[CH:32][O:33][C:28]3=[CH:27][CH:26]=2)=[O:24])[CH2:11][C@H:10]1[NH:37][C:38](=[O:44])[O:39][C:40]([CH3:41])([CH3:42])[CH3:43])([C:4]([CH3:6])([CH3:7])[CH3:5])([CH3:2])[CH3:3]. (4) Given the reactants [O-:1]Cl.[Na+].[Cl:4][C:5]1[N:6]=[C:7]2[N:11]([C:12]=1[CH:13]=[O:14])[CH:10]=[CH:9][S:8]2, predict the reaction product. The product is: [Cl:4][C:5]1[N:6]=[C:7]2[N:11]([C:12]=1[C:13]([OH:1])=[O:14])[CH:10]=[CH:9][S:8]2. (5) Given the reactants [Br:1][C:2]1[CH:7]=[CH:6][C:5]([Cl:8])=[CH:4][C:3]=1[C:9]1[CH:14]=[CH:13][N:12]([CH:15]([CH3:23])[C:16]([O:18]C(C)(C)C)=[O:17])[C:11](=[O:24])[CH:10]=1.C(O)(C(F)(F)F)=O, predict the reaction product. The product is: [Br:1][C:2]1[CH:7]=[CH:6][C:5]([Cl:8])=[CH:4][C:3]=1[C:9]1[CH:14]=[CH:13][N:12]([CH:15]([CH3:23])[C:16]([OH:18])=[O:17])[C:11](=[O:24])[CH:10]=1. (6) Given the reactants [NH:1]1[CH2:6][CH2:5][CH:4]([C:7]([NH:9][C:10]2[C:11]([CH3:27])=[CH:12][C:13]3[N:14]([CH:24]([CH3:26])[CH3:25])[C:15]4[C:20]([C:21]=3[C:22]=2[CH3:23])=[CH:19][CH:18]=[CH:17][CH:16]=4)=[O:8])[CH2:3][CH2:2]1.[O-:28][C:29]#[N:30].[K+].Cl, predict the reaction product. The product is: [C:29]([N:1]1[CH2:6][CH2:5][CH:4]([C:7]([NH:9][C:10]2[C:11]([CH3:27])=[CH:12][C:13]3[N:14]([CH:24]([CH3:25])[CH3:26])[C:15]4[C:20]([C:21]=3[C:22]=2[CH3:23])=[CH:19][CH:18]=[CH:17][CH:16]=4)=[O:8])[CH2:3][CH2:2]1)(=[O:28])[NH2:30].